From a dataset of Forward reaction prediction with 1.9M reactions from USPTO patents (1976-2016). Predict the product of the given reaction. Given the reactants [CH3:1][S:2](Cl)(=[O:4])=[O:3].[Cl:6][C:7]1[CH:8]=[C:9]([C:13]2[O:17][N:16]=[C:15]([CH:18]([OH:20])[CH3:19])[N:14]=2)[CH:10]=[CH:11][CH:12]=1, predict the reaction product. The product is: [CH3:1][S:2]([O:20][CH:18]([C:15]1[N:14]=[C:13]([C:9]2[CH:10]=[CH:11][CH:12]=[C:7]([Cl:6])[CH:8]=2)[O:17][N:16]=1)[CH3:19])(=[O:4])=[O:3].